From a dataset of Reaction yield outcomes from USPTO patents with 853,638 reactions. Predict the reaction yield, written as a fraction of the theoretical maximum amount of product (1.0 means a 100% yield; for example, 0.34 means a 34% yield). (1) The reactants are C(OC(=O)[NH:7][C@H:8]([CH2:33][C:34]1[CH:39]=[C:38]([F:40])[C:37]([F:41])=[CH:36][C:35]=1[F:42])[CH2:9][C:10]([N:12]1[CH2:17][CH2:16][N:15]2[C:18]([C:29]([F:32])([F:31])[F:30])=[N:19][C:20]([C:21]([N:23]3[CH2:27][CH2:26][C@@H:25]([F:28])[CH2:24]3)=[O:22])=[C:14]2[CH2:13]1)=[O:11])(C)(C)C.[ClH:44]. The catalyst is C(OCC)(=O)C. The product is [ClH:44].[NH2:7][C@H:8]([CH2:33][C:34]1[CH:39]=[C:38]([F:40])[C:37]([F:41])=[CH:36][C:35]=1[F:42])[CH2:9][C:10]([N:12]1[CH2:17][CH2:16][N:15]2[C:18]([C:29]([F:32])([F:31])[F:30])=[N:19][C:20]([C:21]([N:23]3[CH2:27][CH2:26][C@@H:25]([F:28])[CH2:24]3)=[O:22])=[C:14]2[CH2:13]1)=[O:11]. The yield is 0.940. (2) The reactants are C([O:8][CH2:9][CH2:10][C:11]([O:15][C:16]1[CH:38]=[CH:37][C:19]2[C:20]3[N:24]([CH2:25][CH2:26][O:27][C:18]=2[CH:17]=1)[CH:23]=[C:22]([C:28]1[N:29]([CH:34]([CH3:36])[CH3:35])[N:30]=[C:31]([CH3:33])[N:32]=1)[N:21]=3)([CH3:14])[CH2:12][OH:13])C1C=CC=CC=1. The catalyst is [Pd].[OH-].[OH-].[Pd+2]. The product is [CH:34]([N:29]1[C:28]([C:22]2[N:21]=[C:20]3[N:24]([CH2:25][CH2:26][O:27][C:18]4[CH:17]=[C:16]([O:15][C:11]([CH3:14])([CH2:10][CH2:9][OH:8])[CH2:12][OH:13])[CH:38]=[CH:37][C:19]=43)[CH:23]=2)=[N:32][C:31]([CH3:33])=[N:30]1)([CH3:36])[CH3:35]. The yield is 0.560. (3) The reactants are C([O:3][C:4](=[O:23])[CH2:5][CH:6]1[O:10][B:9]([OH:11])[C:8]2[CH:12]=[C:13]([O:16][C:17]3[S:18][C:19]([NH2:22])=[N:20][N:21]=3)[CH:14]=[CH:15][C:7]1=2)C.[Li+].[OH-].Cl. The catalyst is C1COCC1.O.O. The product is [NH2:22][C:19]1[S:18][C:17]([O:16][C:13]2[CH:14]=[CH:15][C:7]3[CH:6]([CH2:5][C:4]([OH:23])=[O:3])[O:10][B:9]([OH:11])[C:8]=3[CH:12]=2)=[N:21][N:20]=1. The yield is 0.760.